From a dataset of Forward reaction prediction with 1.9M reactions from USPTO patents (1976-2016). Predict the product of the given reaction. (1) Given the reactants [F:1][C:2]1[CH:7]=[CH:6][C:5]([C:8]2[N:17]=[C:16]([C:18]([OH:20])=O)[C:15]3[C:10](=[CH:11][CH:12]=[CH:13][CH:14]=3)[N:9]=2)=[CH:4][CH:3]=1.Cl.[F:22][C:23]1[CH:24]=[C:25]2[C:30](=[CH:31][CH:32]=1)[CH2:29][NH:28][CH2:27][CH2:26]2, predict the reaction product. The product is: [F:1][C:2]1[CH:7]=[CH:6][C:5]([C:8]2[N:17]=[C:16]([C:18]([N:28]3[CH2:27][CH2:26][C:25]4[C:30](=[CH:31][CH:32]=[C:23]([F:22])[CH:24]=4)[CH2:29]3)=[O:20])[C:15]3[C:10](=[CH:11][CH:12]=[CH:13][CH:14]=3)[N:9]=2)=[CH:4][CH:3]=1. (2) Given the reactants [CH:1]([C:4]1[CH:9]=[C:8]([CH:10]([CH3:12])[CH3:11])[CH:7]=[C:6]([CH:13]([CH3:15])[CH3:14])[C:5]=1[S:16]([N:19]1[C:23]2[CH:24]=[CH:25][CH:26]=[CH:27][C:22]=2[N:21]=[CH:20]1)(=[O:18])=[O:17])([CH3:3])[CH3:2].[Li]CCCC.[C:33]([P:37]([C:39]([CH3:42])([CH3:41])[CH3:40])Cl)([CH3:36])([CH3:35])[CH3:34].CO, predict the reaction product. The product is: [C:33]([P:37]([C:39]([CH3:42])([CH3:41])[CH3:40])[C:20]1[N:19]([S:16]([C:5]2[C:6]([CH:13]([CH3:15])[CH3:14])=[CH:7][C:8]([CH:10]([CH3:11])[CH3:12])=[CH:9][C:4]=2[CH:1]([CH3:2])[CH3:3])(=[O:17])=[O:18])[C:23]2[CH:24]=[CH:25][CH:26]=[CH:27][C:22]=2[N:21]=1)([CH3:36])([CH3:35])[CH3:34]. (3) The product is: [CH:1]1([C:4]([NH:7][CH2:8][C:9]2[CH:10]=[C:11]([C:15]3[CH:16]=[C:17]4[C:22](=[N:23][CH:24]=3)[N:21]([C:25]([NH2:27])=[O:26])[CH2:20][CH2:19][CH2:18]4)[CH:12]=[N:13][CH:14]=2)=[O:6])[CH2:3][CH2:2]1. Given the reactants [CH:1]1([C:4]([OH:6])=O)[CH2:3][CH2:2]1.[NH2:7][CH2:8][C:9]1[CH:10]=[C:11]([C:15]2[CH:16]=[C:17]3[C:22](=[N:23][CH:24]=2)[N:21]([C:25]([NH2:27])=[O:26])[CH2:20][CH2:19][CH2:18]3)[CH:12]=[N:13][CH:14]=1.CN(C(ON1N=NC2C=CC=NC1=2)=[N+](C)C)C.F[P-](F)(F)(F)(F)F.C(N(CC)CC)C, predict the reaction product. (4) The product is: [O:1]1[CH:5]=[CH:4][CH:3]=[C:2]1[C:6]1[N:11]=[C:10]([NH:12][C:33]([NH:32][C@H:30]2[CH2:31][C@@H:29]2[C:23]2[CH:28]=[CH:27][CH:26]=[CH:25][CH:24]=2)=[O:34])[CH:9]=[C:8]([N:13]2[CH:17]=[CH:16][CH:15]=[N:14]2)[N:7]=1. Given the reactants [O:1]1[CH:5]=[CH:4][CH:3]=[C:2]1[C:6]1[N:11]=[C:10]([NH2:12])[CH:9]=[C:8]([N:13]2[CH:17]=[CH:16][CH:15]=[N:14]2)[N:7]=1.C([Li])CCC.[C:23]1([C@H:29]2[CH2:31][C@@H:30]2[N:32]=[C:33]=[O:34])[CH:28]=[CH:27][CH:26]=[CH:25][CH:24]=1.O, predict the reaction product.